Dataset: Catalyst prediction with 721,799 reactions and 888 catalyst types from USPTO. Task: Predict which catalyst facilitates the given reaction. (1) Reactant: [Cl:1][C:2]1[N:7]=[C:6](Cl)[CH:5]=[C:4]([CH:9]([CH3:11])[CH3:10])[N:3]=1.[F:12][C:13]1[CH:19]=[CH:18][C:16]([NH2:17])=[CH:15][CH:14]=1.C(N(CC)CC)C. Product: [Cl:1][C:2]1[N:7]=[C:6]([NH:17][C:16]2[CH:18]=[CH:19][C:13]([F:12])=[CH:14][CH:15]=2)[CH:5]=[C:4]([CH:9]([CH3:11])[CH3:10])[N:3]=1. The catalyst class is: 8. (2) Reactant: C[O:2][C:3](=[O:32])[CH2:4][C:5]1[C:13]2[C:8](=[CH:9][CH:10]=[CH:11][CH:12]=2)[NH:7][C:6]=1[C:14]1[CH:19]=[CH:18][C:17]([CH2:20][CH3:21])=[C:16]([S:22](=[O:31])(=[O:30])[NH:23][CH:24]2[CH2:29][CH2:28][CH2:27][CH2:26][CH2:25]2)[CH:15]=1.C1COCC1.O. Product: [CH:24]1([NH:23][S:22]([C:16]2[CH:15]=[C:14]([C:6]3[NH:7][C:8]4[C:13]([C:5]=3[CH2:4][C:3]([OH:32])=[O:2])=[CH:12][CH:11]=[CH:10][CH:9]=4)[CH:19]=[CH:18][C:17]=2[CH2:20][CH3:21])(=[O:31])=[O:30])[CH2:29][CH2:28][CH2:27][CH2:26][CH2:25]1. The catalyst class is: 5. (3) Reactant: Br[C:2]1[CH:3]=[C:4]2[C:8](=[CH:9][C:10]=1[CH3:11])[N:7]([CH2:12][CH2:13][CH2:14][C:15]([O:17][CH2:18][CH3:19])=[O:16])[N:6]=[CH:5]2.[CH3:20][N:21](C=O)C. Product: [C:20]([C:2]1[CH:3]=[C:4]2[C:8](=[CH:9][C:10]=1[CH3:11])[N:7]([CH2:12][CH2:13][CH2:14][C:15]([O:17][CH2:18][CH3:19])=[O:16])[N:6]=[CH:5]2)#[N:21]. The catalyst class is: 267. (4) Reactant: [CH2:1]([O:3][C:4]([CH:6]1[CH2:11][CH2:10][CH2:9][N:8]([CH2:12][C:13]2[CH:18]=[CH:17][C:16]([O:19][CH3:20])=[CH:15][CH:14]=2)[CH2:7]1)=[O:5])C.C1COCC1.Cl.[CH3:27][NH:28][O:29][CH3:30].C([Mg]Cl)(C)C. Product: [NH3:8].[CH3:1][OH:3].[CH3:30][O:29][N:28]([CH3:27])[C:4]([CH:6]1[CH2:11][CH2:10][CH2:9][N:8]([CH2:12][C:13]2[CH:14]=[CH:15][C:16]([O:19][CH3:20])=[CH:17][CH:18]=2)[CH2:7]1)=[O:5]. The catalyst class is: 13. (5) Reactant: [F:1][C:2]1[CH:3]=[C:4]([N:9]2[CH2:13][C@H:12]([CH2:14][N:15]3[CH:19]=[C:18]([CH2:20]O)[N:17]=[N:16]3)[O:11][C:10]2=[O:22])[CH:5]=[CH:6][C:7]=1[I:8].C(Br)(Br)(Br)[Br:24].C1(P(C2C=CC=CC=2)C2C=CC=CC=2)C=CC=CC=1. Product: [F:1][C:2]1[CH:3]=[C:4]([N:9]2[CH2:13][C@H:12]([CH2:14][N:15]3[CH:19]=[C:18]([CH2:20][Br:24])[N:17]=[N:16]3)[O:11][C:10]2=[O:22])[CH:5]=[CH:6][C:7]=1[I:8]. The catalyst class is: 4. (6) Reactant: [CH:1]1([CH:4]([C:11]2[CH:16]=[CH:15][CH:14]=[C:13]([CH2:17][OH:18])[CH:12]=2)[CH2:5][C:6]([O:8][CH2:9][CH3:10])=[O:7])[CH2:3][CH2:2]1.C(N(CC)CC)C.[CH3:26][S:27](Cl)(=[O:29])=[O:28].O. Product: [CH:1]1([CH:4]([C:11]2[CH:16]=[CH:15][CH:14]=[C:13]([CH2:17][O:18][S:27]([CH3:26])(=[O:29])=[O:28])[CH:12]=2)[CH2:5][C:6]([O:8][CH2:9][CH3:10])=[O:7])[CH2:2][CH2:3]1. The catalyst class is: 1. (7) Reactant: [CH3:1][N:2]1[C:6]([C:7]([OH:9])=O)=[CH:5][CH:4]=[N:3]1.O1CCCC1.C(Cl)(=O)C(Cl)=O.[NH2:21][C:22]1[CH:23]=[C:24]([CH:41]=[CH:42][C:43]=1[F:44])[O:25][C:26]1[CH:27]=[CH:28][C:29]2[N:30]([CH:32]=[C:33]([NH:35][C:36]([CH:38]3[CH2:40][CH2:39]3)=[O:37])[N:34]=2)[N:31]=1. Product: [CH:38]1([C:36]([NH:35][C:33]2[N:34]=[C:29]3[CH:28]=[CH:27][C:26]([O:25][C:24]4[CH:41]=[CH:42][C:43]([F:44])=[C:22]([NH:21][C:7]([C:6]5[N:2]([CH3:1])[N:3]=[CH:4][CH:5]=5)=[O:9])[CH:23]=4)=[N:31][N:30]3[CH:32]=2)=[O:37])[CH2:39][CH2:40]1. The catalyst class is: 402.